Dataset: Forward reaction prediction with 1.9M reactions from USPTO patents (1976-2016). Task: Predict the product of the given reaction. (1) Given the reactants [NH2:1][C:2]1[C:3]([C:22]#[N:23])=[N:4][C:5]([C:9]2[CH:14]=[CH:13][C:12]([O:15][CH2:16][CH3:17])=[C:11]([C:18]([F:21])([F:20])[F:19])[CH:10]=2)=[CH:6][C:7]=1[NH2:8].[Cl:24][CH2:25][C:26](OCC)(OCC)OCC, predict the reaction product. The product is: [Cl:24][CH2:25][C:26]1[NH:8][C:7]2[CH:6]=[C:5]([C:9]3[CH:14]=[CH:13][C:12]([O:15][CH2:16][CH3:17])=[C:11]([C:18]([F:21])([F:19])[F:20])[CH:10]=3)[N:4]=[C:3]([C:22]#[N:23])[C:2]=2[N:1]=1. (2) Given the reactants [CH3:1][O:2][C:3]1[C:8]([N+:9]([O-:11])=[O:10])=[CH:7][N:6]=[C:5]([CH:12]=[CH2:13])[N:4]=1.O=[O+][O-].[OH2:17].[OH-].[Li+].O.C1[CH2:25][O:24][CH2:23][CH2:22]1, predict the reaction product. The product is: [CH2:23]([O:24][C:25](=[O:17])/[CH:13]=[CH:12]/[C:5]1[N:4]=[C:3]([O:2][CH3:1])[C:8]([N+:9]([O-:11])=[O:10])=[CH:7][N:6]=1)[CH3:22]. (3) Given the reactants C([O:3][C:4]([C:6]1([F:21])[CH2:11][CH2:10][CH2:9][N:8]([C:12](=[O:20])[C:13]2[CH:18]=[CH:17][C:16]([F:19])=[CH:15][CH:14]=2)[CH2:7]1)=[O:5])C.[OH-].[Na+], predict the reaction product. The product is: [F:21][C:6]1([C:4]([OH:5])=[O:3])[CH2:11][CH2:10][CH2:9][N:8]([C:12](=[O:20])[C:13]2[CH:14]=[CH:15][C:16]([F:19])=[CH:17][CH:18]=2)[CH2:7]1. (4) The product is: [NH2:16][C:10]1[O:11][CH2:12][C:13]([F:14])([F:15])[C@:8]([C:6]2[CH:7]=[C:2]([NH:1][C:29]([C:26]3[CH:25]=[CH:24][C:23]([O:22][CH2:21][CH:20]([F:32])[F:19])=[CH:28][N:27]=3)=[O:30])[CH:3]=[CH:4][C:5]=2[F:18])([CH3:17])[N:9]=1. Given the reactants [NH2:1][C:2]1[CH:3]=[CH:4][C:5]([F:18])=[C:6]([C@:8]2([CH3:17])[C:13]([F:15])([F:14])[CH2:12][O:11][C:10]([NH2:16])=[N:9]2)[CH:7]=1.[F:19][CH:20]([F:32])[CH2:21][O:22][C:23]1[CH:24]=[CH:25][C:26]([C:29](O)=[O:30])=[N:27][CH:28]=1, predict the reaction product.